Task: Predict the reactants needed to synthesize the given product.. Dataset: Full USPTO retrosynthesis dataset with 1.9M reactions from patents (1976-2016) Given the product [CH2:10]([C:13]1[C:19]([OH:20])=[N:4][C:3]([NH2:5])=[N:2][C:14]=1[OH:15])[CH:11]=[CH2:12], predict the reactants needed to synthesize it. The reactants are: Cl.[NH2:2][C:3]([NH2:5])=[NH:4].CC[O-].[Na+].[CH2:10]([CH:13]([C:19](OCC)=[O:20])[C:14](OCC)=[O:15])[CH:11]=[CH2:12].